This data is from Full USPTO retrosynthesis dataset with 1.9M reactions from patents (1976-2016). The task is: Predict the reactants needed to synthesize the given product. (1) Given the product [C:1]([C:3]1[C:4]([N:21]2[CH2:22][CH2:23][CH:24]([C:27](=[O:28])[NH:41][S:38]([NH:37][C:34]3[CH:33]=[CH:32][C:31]([F:30])=[CH:36][CH:35]=3)(=[O:40])=[O:39])[CH2:25][CH2:26]2)=[N:5][C:6]([CH2:14][N:15]2[CH2:19][CH2:18][CH2:17][C:16]2=[O:20])=[C:7]([CH:8]=1)[C:9]([O:11][CH2:12][CH3:13])=[O:10])#[N:2], predict the reactants needed to synthesize it. The reactants are: [C:1]([C:3]1[C:4]([N:21]2[CH2:26][CH2:25][CH:24]([C:27](O)=[O:28])[CH2:23][CH2:22]2)=[N:5][C:6]([CH2:14][N:15]2[CH2:19][CH2:18][CH2:17][C:16]2=[O:20])=[C:7]([C:9]([O:11][CH2:12][CH3:13])=[O:10])[CH:8]=1)#[N:2].[F:30][C:31]1[CH:36]=[CH:35][C:34]([NH:37][S:38]([NH2:41])(=[O:40])=[O:39])=[CH:33][CH:32]=1. (2) Given the product [OH:2][C:3]1[CH:4]=[CH:5][C:6]2[N:7]([C:16]3[CH:21]=[CH:20][CH:19]=[CH:18][CH:17]=3)[C:8]3[C:13]([C:14]=2[CH:15]=1)=[CH:12][CH:11]=[CH:10][CH:9]=3, predict the reactants needed to synthesize it. The reactants are: C[O:2][C:3]1[CH:4]=[CH:5][C:6]2[N:7]([C:16]3[CH:21]=[CH:20][CH:19]=[CH:18][CH:17]=3)[C:8]3[C:13]([C:14]=2[CH:15]=1)=[CH:12][CH:11]=[CH:10][CH:9]=3.C1C2NC3C(=CC=CC=3)C=2C=CC=1. (3) Given the product [C:1]([N:5]1[C:13](=[O:14])[NH:12][C:11]2[C:6]1=[N:7][C:8]([C:18]1[CH:23]=[CH:22][CH:21]=[C:20]([OH:24])[CH:19]=1)=[N:9][C:10]=2[C:15]([NH2:25])=[O:16])([CH3:2])([CH3:3])[CH3:4], predict the reactants needed to synthesize it. The reactants are: [C:1]([N:5]1[C:13](=[O:14])[NH:12][C:11]2[C:6]1=[N:7][C:8]([C:18]1[CH:23]=[CH:22][CH:21]=[C:20]([OH:24])[CH:19]=1)=[N:9][C:10]=2[C:15]([O-])=[O:16])([CH3:4])([CH3:3])[CH3:2].[NH2:25]C1C(C([O-])=O)=NC(C2C=CC=C(O)C=2)=NC=1NC(C)(C)C.C(N1C=CN=C1)(N1C=CN=C1)=O. (4) Given the product [NH2:1][CH:6]([C:5]1[N:17]([CH3:16])[CH:2]=[CH:3][CH:4]=1)[C:7]([O:12][CH2:13][CH3:14])=[O:11].[CH3:16][N:17]1[CH:21]=[CH:20][CH:19]=[C:18]1[C:8](=[O:10])[C:7]([O:12][CH2:13][CH3:14])=[O:11], predict the reactants needed to synthesize it. The reactants are: [N:1]1[CH:6]=[CH:5][CH:4]=[CH:3][CH:2]=1.[C:7]([O:12][CH2:13][CH2:14]Cl)(=[O:11])[C:8]([O-:10])=O.[CH3:16][N:17]1[CH:21]=[CH:20][CH:19]=[CH:18]1. (5) Given the product [C:21]([N:20]1[C:16]2[C:10]3[CH:11]=[C:12]([F:15])[CH:13]=[CH:14][C:9]=3[N:26]([S:27]([C:30]3[CH:31]=[N:32][C:33]([C:36]([F:39])([F:37])[F:38])=[CH:34][CH:35]=3)(=[O:28])=[O:29])[C@H:25]([CH:40]3[CH2:42][CH2:41]3)[C:17]=2[CH:18]=[N:19]1)([CH3:23])([CH3:24])[CH3:22], predict the reactants needed to synthesize it. The reactants are: C1(C)C=CC=CC=1.Br[C:9]1[CH:14]=[CH:13][C:12]([F:15])=[CH:11][C:10]=1[C:16]1[N:20]([C:21]([CH3:24])([CH3:23])[CH3:22])[N:19]=[CH:18][C:17]=1[C@@H:25]([CH:40]1[CH2:42][CH2:41]1)[NH:26][S:27]([C:30]1[CH:31]=[N:32][C:33]([C:36]([F:39])([F:38])[F:37])=[CH:34][CH:35]=1)(=[O:29])=[O:28].CNCCNC.C(=O)([O-])[O-].[K+].[K+]. (6) Given the product [Cl:1][C:2]1[CH:3]=[CH:4][C:5]([C:8]2([C:13]([NH:16][CH2:17][CH2:18][CH2:19][N:20]3[CH2:21][CH2:22][CH:23]([C:26]4[CH:27]=[C:28]([NH:33][C:34](=[O:38])[CH:35]([CH3:37])[CH3:36])[CH:29]=[CH:30][C:31]=4[F:32])[CH2:24][CH2:25]3)=[O:15])[CH2:9][CH2:10][CH2:11][CH2:12]2)=[CH:6][CH:7]=1, predict the reactants needed to synthesize it. The reactants are: [Cl:1][C:2]1[CH:7]=[CH:6][C:5]([C:8]2([C:13]([OH:15])=O)[CH2:12][CH2:11][CH2:10][CH2:9]2)=[CH:4][CH:3]=1.[NH2:16][CH2:17][CH2:18][CH2:19][N:20]1[CH2:25][CH2:24][CH:23]([C:26]2[CH:27]=[C:28]([NH:33][C:34](=[O:38])[CH:35]([CH3:37])[CH3:36])[CH:29]=[CH:30][C:31]=2[F:32])[CH2:22][CH2:21]1. (7) Given the product [Cl:24][C:25]1[C:35]([Cl:36])=[CH:34][C:28]([C:29]([OH:31])=[O:30])=[C:27]([C:32]([NH:1][C:2]2[CH:7]=[CH:6][CH:5]=[C:4]([C:8]3[N:13]4[N:14]=[CH:15][C:16]([C:17]([C:19]5[S:20][CH:21]=[CH:22][CH:23]=5)=[O:18])=[C:12]4[N:11]=[CH:10][CH:9]=3)[CH:3]=2)=[O:33])[CH:26]=1, predict the reactants needed to synthesize it. The reactants are: [NH2:1][C:2]1[CH:3]=[C:4]([C:8]2[N:13]3[N:14]=[CH:15][C:16]([C:17]([C:19]4[S:20][CH:21]=[CH:22][CH:23]=4)=[O:18])=[C:12]3[N:11]=[CH:10][CH:9]=2)[CH:5]=[CH:6][CH:7]=1.[Cl:24][C:25]1[CH:26]=[C:27]2[C:32](=[O:33])[O:31][C:29](=[O:30])[C:28]2=[CH:34][C:35]=1[Cl:36].